Predict the reactants needed to synthesize the given product. From a dataset of Full USPTO retrosynthesis dataset with 1.9M reactions from patents (1976-2016). (1) Given the product [C:33]([N:37]([CH2:47][C:48]([O:50][CH2:51][CH3:52])=[O:49])[NH:38][C:39]1[C:44]([F:45])=[CH:43][N:42]=[C:41]([C:12]2[C:13]3[C:14](=[N:15][CH:16]=[C:17]([C:19]([F:20])([F:22])[F:21])[CH:18]=3)[N:10]([S:7]([C:4]3[CH:3]=[CH:2][C:1]([CH3:32])=[CH:6][CH:5]=3)(=[O:8])=[O:9])[CH:11]=2)[N:40]=1)([CH3:36])([CH3:35])[CH3:34], predict the reactants needed to synthesize it. The reactants are: [C:1]1([CH3:32])[CH:6]=[CH:5][C:4]([S:7]([N:10]2[C:14]3=[N:15][CH:16]=[C:17]([C:19]([F:22])([F:21])[F:20])[CH:18]=[C:13]3[C:12](B3OC(C)(C)C(C)(C)O3)=[CH:11]2)(=[O:9])=[O:8])=[CH:3][CH:2]=1.[C:33]([N:37]([CH2:47][C:48]([O:50][CH2:51][CH3:52])=[O:49])[NH:38][C:39]1[C:44]([F:45])=[CH:43][N:42]=[C:41](Cl)[N:40]=1)([CH3:36])([CH3:35])[CH3:34].[O-]P([O-])([O-])=O.[K+].[K+].[K+].CC(C1C=C(C(C)C)C(C2C=CC=CC=2P(C2CCCCC2)C2CCCCC2)=C(C(C)C)C=1)C. (2) The reactants are: Cl[S:2]([C:5]1[CH:6]=[C:7]([N+:11]([O-:13])=[O:12])[CH:8]=[CH:9][CH:10]=1)(=[O:4])=[O:3].C([N:17]([CH:20]([CH3:22])C)[CH2:18][CH3:19])(C)C.C[N:24]1CCC(N)CC1.O1[CH2:35][CH2:34]CC1. Given the product [CH3:34][CH:35]1[CH2:19][CH2:18][N:17]([NH:24][S:2]([C:5]2[CH:6]=[C:7]([N+:11]([O-:13])=[O:12])[CH:8]=[CH:9][CH:10]=2)(=[O:4])=[O:3])[CH2:20][CH2:22]1, predict the reactants needed to synthesize it. (3) Given the product [C:12]1([N:18]([CH:19]2[CH2:24][CH2:23][N:22]([C:25]([O:27][CH2:28][C@@H:29]([N:31]([CH2:32][C:33]3[CH:34]=[CH:35][CH:36]=[CH:37][CH:38]=3)[CH2:39][C:40]3[CH:41]=[CH:42][CH:43]=[CH:44][CH:45]=3)[CH3:30])=[O:26])[CH2:21][CH2:20]2)[S:8]([C:3]2[CH:4]=[CH:5][CH:6]=[CH:7][C:2]=2[CH3:1])(=[O:10])=[O:9])[CH:13]=[CH:14][CH:15]=[CH:16][CH:17]=1, predict the reactants needed to synthesize it. The reactants are: [CH3:1][C:2]1[CH:7]=[CH:6][CH:5]=[CH:4][C:3]=1[S:8](Cl)(=[O:10])=[O:9].[C:12]1([NH:18][CH:19]2[CH2:24][CH2:23][N:22]([C:25]([O:27][CH2:28][C@@H:29]([N:31]([CH2:39][C:40]3[CH:45]=[CH:44][CH:43]=[CH:42][CH:41]=3)[CH2:32][C:33]3[CH:38]=[CH:37][CH:36]=[CH:35][CH:34]=3)[CH3:30])=[O:26])[CH2:21][CH2:20]2)[CH:17]=[CH:16][CH:15]=[CH:14][CH:13]=1. (4) The reactants are: [F:1][C:2]1[CH:7]=[CH:6][C:5]([NH:8][S:9]([C:12]2[CH:17]=[CH:16][CH:15]=[CH:14][CH:13]=2)(=[O:11])=[O:10])=[CH:4][C:3]=1[N+:18]([O-:20])=[O:19].[H-].[Na+].[CH3:23]I. Given the product [F:1][C:2]1[CH:7]=[CH:6][C:5]([N:8]([CH3:23])[S:9]([C:12]2[CH:17]=[CH:16][CH:15]=[CH:14][CH:13]=2)(=[O:10])=[O:11])=[CH:4][C:3]=1[N+:18]([O-:20])=[O:19], predict the reactants needed to synthesize it. (5) Given the product [CH:31]([N:14]([CH2:13][C@H:11]1[C@H:10]([O:34][CH2:36][C:37]2[CH:46]=[CH:45][C:44]3[C:43]([CH3:48])([CH3:47])[CH2:42][CH2:41][C:40]([CH3:50])([CH3:49])[C:39]=3[CH:38]=2)[CH2:9][NH:8][CH2:12]1)[C:15](=[O:30])[C:16]1[CH:21]=[CH:20][C:19]([O:22][CH3:23])=[C:18]([O:24][CH2:25][CH2:26][CH2:27][O:28][CH3:29])[CH:17]=1)([CH3:33])[CH3:32], predict the reactants needed to synthesize it. The reactants are: C(OC([N:8]1[CH2:12][C@@H:11]([CH2:13][N:14]([CH:31]([CH3:33])[CH3:32])[C:15](=[O:30])[C:16]2[CH:21]=[CH:20][C:19]([O:22][CH3:23])=[C:18]([O:24][CH2:25][CH2:26][CH2:27][O:28][CH3:29])[CH:17]=2)[C@H:10]([OH:34])[CH2:9]1)=O)(C)(C)C.Br[CH2:36][C:37]1[CH:38]=[C:39]2[C:44](=[CH:45][CH:46]=1)[C:43]([CH3:48])([CH3:47])[CH2:42][CH2:41][C:40]2([CH3:50])[CH3:49].CC#N.O.CC#N. (6) Given the product [Cl:1][CH2:2][C:3]1[N:4]=[C:5]([CH:8]=[CH:9][C:10]2[CH:11]=[CH:12][C:13]([S:16]([C:17]([F:20])([F:19])[F:18])=[O:29])=[CH:14][CH:15]=2)[O:6][CH:7]=1, predict the reactants needed to synthesize it. The reactants are: [Cl:1][CH2:2][C:3]1[N:4]=[C:5]([CH:8]=[CH:9][C:10]2[CH:15]=[CH:14][C:13]([S:16][C:17]([F:20])([F:19])[F:18])=[CH:12][CH:11]=2)[O:6][CH:7]=1.ClC1C=C(C(OO)=[O:29])C=CC=1. (7) The reactants are: ClC1C=C(C2NC([C@@H]3C[C@@H](F)CN3)=NC=2)C=CC=1.N([C:22]1[C:30]2[C:25](=[CH:26][CH:27]=[CH:28][CH:29]=2)[N:24]([C:31]([NH2:33])=[O:32])[CH:23]=1)=C=O. Given the product [N:24]1([C:31]([NH2:33])=[O:32])[C:25]2[C:30](=[CH:29][CH:28]=[CH:27][CH:26]=2)[CH:22]=[CH:23]1, predict the reactants needed to synthesize it. (8) Given the product [C:32]([C:35]1[C:43]2[C:38](=[CH:39][CH:40]=[CH:41][CH:42]=2)[N:37]([CH2:44][C:45]([NH:31][C@H:21]([C:16]2[C:15]([C:12]3[CH:13]=[CH:14][C:9]([Cl:8])=[CH:10][CH:11]=3)=[CH:20][CH:19]=[CH:18][N:17]=2)[CH2:22][C:23]2[CH:28]=[C:27]([F:29])[CH:26]=[C:25]([F:30])[CH:24]=2)=[O:46])[CH:36]=1)(=[O:34])[CH3:33], predict the reactants needed to synthesize it. The reactants are: FC(F)(F)C(O)=O.[Cl:8][C:9]1[CH:14]=[CH:13][C:12]([C:15]2[C:16]([C@@H:21]([NH2:31])[CH2:22][C:23]3[CH:28]=[C:27]([F:29])[CH:26]=[C:25]([F:30])[CH:24]=3)=[N:17][CH:18]=[CH:19][CH:20]=2)=[CH:11][CH:10]=1.[C:32]([C:35]1[C:43]2[C:38](=[CH:39][CH:40]=[CH:41][CH:42]=2)[N:37]([CH2:44][C:45](O)=[O:46])[CH:36]=1)(=[O:34])[CH3:33]. (9) Given the product [CH2:1]([O:8][C:9]1[C:18]2[C:13](=[CH:14][CH:15]=[CH:16][CH:17]=2)[CH:12]=[C:11]([CH2:19][O:20][CH:21]2[CH:26]([C:27]3[CH:32]=[CH:31][CH:30]=[C:29]([CH2:33][OH:34])[CH:28]=3)[CH2:25][CH2:24][N:23]([C:37]([O:39][C:40]([CH3:43])([CH3:42])[CH3:41])=[O:38])[CH2:22]2)[CH:10]=1)[C:2]1[CH:7]=[CH:6][CH:5]=[CH:4][CH:3]=1, predict the reactants needed to synthesize it. The reactants are: [CH2:1]([O:8][C:9]1[C:18]2[C:13](=[CH:14][CH:15]=[CH:16][CH:17]=2)[CH:12]=[C:11]([CH2:19][O:20][CH:21]2[CH:26]([C:27]3[CH:32]=[CH:31][CH:30]=[C:29]([C:33](OC)=[O:34])[CH:28]=3)[CH2:25][CH2:24][N:23]([C:37]([O:39][C:40]([CH3:43])([CH3:42])[CH3:41])=[O:38])[CH2:22]2)[CH:10]=1)[C:2]1[CH:7]=[CH:6][CH:5]=[CH:4][CH:3]=1.[BH4-].[Li+]. (10) Given the product [CH:3]1[CH:2]=[C:10]2[C:8]([CH:9]=[C:10]3[C:8](=[CH:9]2)[CH:5]=[CH:6][CH:3]=[CH:2]3)=[CH:5][CH:6]=1, predict the reactants needed to synthesize it. The reactants are: N[CH2:2][CH2:3]N.[C:5]([CH2:8][C:9](=O)[CH3:10])(=O)[CH3:6].